Dataset: Forward reaction prediction with 1.9M reactions from USPTO patents (1976-2016). Task: Predict the product of the given reaction. (1) Given the reactants [Cl:1][CH2:2][CH:3]=O.[Br:5][C:6]1[C:11]([C:12]2[CH:17]=[CH:16][CH:15]=[CH:14][CH:13]=2)=[C:10]([Cl:18])[N:9]=[N:8][C:7]=1[NH2:19], predict the reaction product. The product is: [ClH:1].[Br:5][C:6]1[C:7]2[N:8]([CH:2]=[CH:3][N:19]=2)[N:9]=[C:10]([Cl:18])[C:11]=1[C:12]1[CH:17]=[CH:16][CH:15]=[CH:14][CH:13]=1. (2) Given the reactants [Br:1][C:2]1[CH:11]=[CH:10][C:5]([C:6]([O:8]C)=O)=[C:4]([CH2:12]Br)[CH:3]=1.[NH2:14][C:15]1[CH:20]=[CH:19][CH:18]=[CH:17][CH:16]=1, predict the reaction product. The product is: [Br:1][C:2]1[CH:3]=[C:4]2[C:5](=[CH:10][CH:11]=1)[C:6](=[O:8])[N:14]([C:15]1[CH:20]=[CH:19][CH:18]=[CH:17][CH:16]=1)[CH2:12]2. (3) Given the reactants Br[CH2:2][CH2:3][O:4][CH2:5][CH2:6][O:7][CH3:8].[OH:9][C:10]1[CH:18]=[CH:17][CH:16]=[C:15]2[C:11]=1[C:12](=[O:29])[N:13]([CH2:20][C:21]1[CH:26]=[CH:25][C:24]([O:27][CH3:28])=[CH:23][CH:22]=1)[C:14]2=[O:19].C(=O)([O-])[O-].[K+].[K+].[I-].[K+], predict the reaction product. The product is: [CH3:28][O:27][C:24]1[CH:25]=[CH:26][C:21]([CH2:20][N:13]2[C:12](=[O:29])[C:11]3[C:15](=[CH:16][CH:17]=[CH:18][C:10]=3[O:9][CH2:2][CH2:3][O:4][CH2:5][CH2:6][O:7][CH3:8])[C:14]2=[O:19])=[CH:22][CH:23]=1.